Dataset: NCI-60 drug combinations with 297,098 pairs across 59 cell lines. Task: Regression. Given two drug SMILES strings and cell line genomic features, predict the synergy score measuring deviation from expected non-interaction effect. Drug 1: CC1=C2C(C(=O)C3(C(CC4C(C3C(C(C2(C)C)(CC1OC(=O)C(C(C5=CC=CC=C5)NC(=O)C6=CC=CC=C6)O)O)OC(=O)C7=CC=CC=C7)(CO4)OC(=O)C)O)C)OC(=O)C. Drug 2: C(CN)CNCCSP(=O)(O)O. Cell line: SK-MEL-28. Synergy scores: CSS=35.4, Synergy_ZIP=-4.44, Synergy_Bliss=-6.29, Synergy_Loewe=-74.4, Synergy_HSA=-5.54.